The task is: Predict the reactants needed to synthesize the given product.. This data is from Full USPTO retrosynthesis dataset with 1.9M reactions from patents (1976-2016). (1) Given the product [ClH:1].[Cl:1][C:2]1[CH:7]=[CH:6][C:5]([S:8]([C:11]2([C:24]3[CH:29]=[C:28]([F:30])[CH:27]=[CH:26][C:25]=3[F:31])[CH2:16][CH2:15][NH:14][CH2:13][CH2:12]2)(=[O:9])=[O:10])=[CH:4][CH:3]=1, predict the reactants needed to synthesize it. The reactants are: [Cl:1][C:2]1[CH:7]=[CH:6][C:5]([S:8]([C:11]2([C:24]3[CH:29]=[C:28]([F:30])[CH:27]=[CH:26][C:25]=3[F:31])[CH2:16][CH2:15][N:14](C(OC(C)(C)C)=O)[CH2:13][CH2:12]2)(=[O:10])=[O:9])=[CH:4][CH:3]=1.FC(F)(F)C(O)=O.Cl. (2) Given the product [CH2:1]([C:8]1[C:9]([C:21]2[CH:26]=[CH:25][CH:24]=[C:23]([C:27]([F:30])([F:29])[F:28])[CH:22]=2)=[C:10]2[S:17][CH2:16][C@@H:15]([C:18]([NH:20][S:37]([C:31]3[CH:36]=[CH:35][CH:34]=[CH:33][CH:32]=3)(=[O:39])=[O:38])=[O:19])[N:11]2[C:12](=[O:14])[CH:13]=1)[CH2:2][CH2:3][CH2:4][CH2:5][CH2:6][CH3:7], predict the reactants needed to synthesize it. The reactants are: [CH2:1]([C:8]1[C:9]([C:21]2[CH:26]=[CH:25][CH:24]=[C:23]([C:27]([F:30])([F:29])[F:28])[CH:22]=2)=[C:10]2[S:17][CH2:16][C@@H:15]([C:18]([NH2:20])=[O:19])[N:11]2[C:12](=[O:14])[CH:13]=1)[CH2:2][CH2:3][CH2:4][CH2:5][CH2:6][CH3:7].[C:31]1([S:37](N)(=[O:39])=[O:38])[CH:36]=[CH:35][CH:34]=[CH:33][CH:32]=1. (3) Given the product [CH3:1][O:2][C:3]1[CH:4]=[C:5]([NH:15][C:17]2[N:22]=[C:21]([NH:23][CH2:24][CH2:25][OH:26])[CH:20]=[CH:19][N:18]=2)[CH:6]=[CH:7][C:8]=1[N:9]1[CH:13]=[C:12]([CH3:14])[N:11]=[CH:10]1, predict the reactants needed to synthesize it. The reactants are: [CH3:1][O:2][C:3]1[CH:4]=[C:5]([NH2:15])[CH:6]=[CH:7][C:8]=1[N:9]1[CH:13]=[C:12]([CH3:14])[N:11]=[CH:10]1.Cl[C:17]1[N:22]=[C:21]([NH:23][CH2:24][CH2:25][OH:26])[CH:20]=[CH:19][N:18]=1.C(=O)([O-])[O-].[K+].[K+]. (4) Given the product [F:21][C:22]([F:35])([F:34])[S:23]([O:19][C:12]1[C:13]2[C:18](=[N:17][CH:16]=[CH:15][CH:14]=2)[N:9]([O:8][CH2:1][C:2]2[CH:7]=[CH:6][CH:5]=[CH:4][CH:3]=2)[C:10](=[O:20])[CH:11]=1)(=[O:25])=[O:24], predict the reactants needed to synthesize it. The reactants are: [CH2:1]([O:8][N:9]1[C:18]2[C:13](=[CH:14][CH:15]=[CH:16][N:17]=2)[C:12]([OH:19])=[CH:11][C:10]1=[O:20])[C:2]1[CH:7]=[CH:6][CH:5]=[CH:4][CH:3]=1.[F:21][C:22]([F:35])([F:34])[S:23](O[S:23]([C:22]([F:35])([F:34])[F:21])(=[O:25])=[O:24])(=[O:25])=[O:24]. (5) Given the product [OH:54][C:50]1[CH:49]=[C:48]([CH2:47][C@H:43]([NH:42][C:40](=[O:41])[O:39][C:35]([CH3:36])([CH3:37])[CH3:38])[C:44]([N:31]([C:30]2[CH:33]=[CH:34][C:27]([O:26][CH3:25])=[CH:28][CH:29]=2)[CH3:32])=[O:46])[CH:53]=[CH:52][CH:51]=1, predict the reactants needed to synthesize it. The reactants are: CN(C(ON1N=NC2C=CC=NC1=2)=[N+](C)C)C.F[P-](F)(F)(F)(F)F.[CH3:25][O:26][C:27]1[CH:34]=[CH:33][C:30]([NH:31][CH3:32])=[CH:29][CH:28]=1.[C:35]([O:39][C:40]([NH:42][C@@H:43]([CH2:47][C:48]1[CH:53]=[CH:52][CH:51]=[C:50]([OH:54])[CH:49]=1)[C:44]([OH:46])=O)=[O:41])([CH3:38])([CH3:37])[CH3:36].CCN(C(C)C)C(C)C. (6) Given the product [CH2:23]([C:24]1[CH:23]=[C:23]([C:24]([CH:8]2[C:7]3[CH:6]=[C:5]([C:1]([CH3:4])([CH3:3])[CH3:2])[CH:17]=[CH:16][C:15]=3[C:14]3[C:9]2=[CH:10][C:11]([C:18]([CH3:21])([CH3:20])[CH3:19])=[CH:12][CH:13]=3)([C:5]2[CH:17]=[CH:16][CH:15]=[CH:7][CH:6]=2)[C:25]2[CH:11]=[CH:10][CH:9]=[CH:8][CH:26]=2)[CH2:26][CH:25]=1)[CH2:24][CH2:25][CH3:26], predict the reactants needed to synthesize it. The reactants are: [C:1]([C:5]1[CH:17]=[CH:16][C:15]2[C:14]3[C:9](=[CH:10][C:11]([C:18]([CH3:21])([CH3:20])[CH3:19])=[CH:12][CH:13]=3)[CH2:8][C:7]=2[CH:6]=1)([CH3:4])([CH3:3])[CH3:2].[Li][CH2:23][CH2:24][CH2:25][CH3:26].